This data is from Reaction yield outcomes from USPTO patents with 853,638 reactions. The task is: Predict the reaction yield, written as a fraction of the theoretical maximum amount of product (1.0 means a 100% yield; for example, 0.34 means a 34% yield). (1) The reactants are [CH3:1][S:2]([C:5]1[CH:6]=[C:7]2[C:11](=[CH:12][CH:13]=1)[N:10]([CH3:14])[N:9]=[C:8]2[C:15]1[N:16]=[C:17]2[C:23]([C:24]([OH:26])=O)=[CH:22][NH:21][C:18]2=[N:19][CH:20]=1)(=[O:4])=[O:3].[CH3:27][C:28]([NH2:31])([CH3:30])[CH3:29].C1C=CC2N(O)N=NC=2C=1.CCN=C=NCCCN(C)C.CCN(C(C)C)C(C)C. The catalyst is CN(C=O)C.O. The product is [C:28]([NH:31][C:24]([C:23]1[C:17]2=[N:16][C:15]([C:8]3[C:7]4[C:11](=[CH:12][CH:13]=[C:5]([S:2]([CH3:1])(=[O:4])=[O:3])[CH:6]=4)[N:10]([CH3:14])[N:9]=3)=[CH:20][N:19]=[C:18]2[NH:21][CH:22]=1)=[O:26])([CH3:30])([CH3:29])[CH3:27]. The yield is 0.0810. (2) The reactants are [Cl:1][CH2:2]C(CCl)=O.[CH2:7]([O:14][C:15]([NH:17][C@H:18]([C:26]([OH:28])=O)[CH2:19][C:20]1[CH:25]=[CH:24][CH:23]=[CH:22][CH:21]=1)=[O:16])[C:8]1[CH:13]=[CH:12][CH:11]=[CH:10][CH:9]=1.[BH4-].[Na+]. The catalyst is CO.O1CCCC1. The product is [CH2:7]([O:14][C:15]([NH:17][C@@H:18]([CH2:19][C:20]1[CH:21]=[CH:22][CH:23]=[CH:24][CH:25]=1)[C@H:26]([OH:28])[CH2:2][Cl:1])=[O:16])[C:8]1[CH:9]=[CH:10][CH:11]=[CH:12][CH:13]=1. The yield is 0.430. (3) The reactants are [CH3:1][C:2]1[C:3](=O)[NH:4][N:5]=[C:6]([C:8]2[CH:13]=[CH:12][CH:11]=[CH:10][CH:9]=2)[CH:7]=1.P(Cl)(Cl)([Cl:17])=O.[Cl-].[Cl-].[Ca+2].OP(O)(O)=O.[OH-].[Na+]. The catalyst is C(#N)C. The product is [Cl:17][C:3]1[N:4]=[N:5][C:6]([C:8]2[CH:13]=[CH:12][CH:11]=[CH:10][CH:9]=2)=[CH:7][C:2]=1[CH3:1]. The yield is 0.960. (4) The reactants are [CH3:1][C:2]1[CH:7]=[C:6]([NH:8][CH:9]([C:14]2[CH:28]=[CH:27][C:17]([C:18]([NH:20][CH2:21][CH2:22][C:23]([O:25]C)=[O:24])=[O:19])=[CH:16][N:15]=2)[CH2:10][CH:11]([CH3:13])[CH3:12])[CH:5]=[C:4]([CH3:29])[C:3]=1[C:30]1[CH:35]=[CH:34][C:33]([C:36]([F:39])([F:38])[F:37])=[CH:32][CH:31]=1.[Li+].[OH-].Cl. The catalyst is O.O1CCCC1. The product is [CH3:1][C:2]1[CH:7]=[C:6]([NH:8][CH:9]([C:14]2[CH:28]=[CH:27][C:17]([C:18]([NH:20][CH2:21][CH2:22][C:23]([OH:25])=[O:24])=[O:19])=[CH:16][N:15]=2)[CH2:10][CH:11]([CH3:13])[CH3:12])[CH:5]=[C:4]([CH3:29])[C:3]=1[C:30]1[CH:35]=[CH:34][C:33]([C:36]([F:39])([F:38])[F:37])=[CH:32][CH:31]=1. The yield is 0.130. (5) The reactants are [CH3:1][O:2][C:3]([C:5]1[C:9]([CH:10]=[O:11])=[N:8][N:7]([CH3:12])[N:6]=1)=[O:4].[BH4-].[Na+]. The catalyst is CO. The product is [CH3:1][O:2][C:3]([C:5]1[C:9]([CH2:10][OH:11])=[N:8][N:7]([CH3:12])[N:6]=1)=[O:4]. The yield is 0.810. (6) The reactants are [O:1]=[C:2]1[N:7]([C:8]2[CH:13]=[CH:12][CH:11]=[CH:10][CH:9]=2)[CH:6]=[C:5]([C:14]([O:16]C)=[O:15])[CH:4]=[CH:3]1.[OH-].[Li+]. The catalyst is CO.O. The product is [O:1]=[C:2]1[N:7]([C:8]2[CH:9]=[CH:10][CH:11]=[CH:12][CH:13]=2)[CH:6]=[C:5]([C:14]([OH:16])=[O:15])[CH:4]=[CH:3]1. The yield is 0.670.